This data is from CYP2C9 inhibition data for predicting drug metabolism from PubChem BioAssay. The task is: Regression/Classification. Given a drug SMILES string, predict its absorption, distribution, metabolism, or excretion properties. Task type varies by dataset: regression for continuous measurements (e.g., permeability, clearance, half-life) or binary classification for categorical outcomes (e.g., BBB penetration, CYP inhibition). Dataset: cyp2c9_veith. (1) The drug is Cc1cccc(C)c1NC(=O)/C(C#N)=C/c1cccs1. The result is 1 (inhibitor). (2) The compound is O=C(Oc1ccccc1)N1CCC2(CCCN(c3cccc(-c4ccccc4)c3)C2)CC1. The result is 0 (non-inhibitor). (3) The drug is O=c1c(CCc2ccccc2)nc2cnc(N3CCOCC3)nc2n1-c1ccccc1. The result is 0 (non-inhibitor).